This data is from Full USPTO retrosynthesis dataset with 1.9M reactions from patents (1976-2016). The task is: Predict the reactants needed to synthesize the given product. (1) Given the product [CH3:1][O:2][CH2:3][C@H:4]([CH3:34])[O:5][C:6]1[CH:7]=[C:8]([CH:20]=[C:21]([C:23]2[NH:24][C:25]([C:28]3[O:29][C@@H:30]([CH3:33])[CH2:31][N:32]=3)=[CH:26][CH:27]=2)[CH:22]=1)[O:9][C:10]1[CH:11]=[CH:12][C:13]([C:16]([OH:18])=[O:17])=[N:14][CH:15]=1, predict the reactants needed to synthesize it. The reactants are: [CH3:1][O:2][CH2:3][C@H:4]([CH3:34])[O:5][C:6]1[CH:7]=[C:8]([CH:20]=[C:21]([C:23]2[NH:24][C:25]([C:28]3[O:29][C@@H:30]([CH3:33])[CH2:31][N:32]=3)=[CH:26][CH:27]=2)[CH:22]=1)[O:9][C:10]1[CH:11]=[CH:12][C:13]([C:16]([O:18]C)=[O:17])=[N:14][CH:15]=1.O.O.[OH-].[Li+].[Cl-].[NH4+]. (2) Given the product [CH:1]([C:4]1[N:5]=[C:6]([C:9]2[CH:18]=[C:17]([O:19][CH:20]3[CH2:37][CH:36]4[N:22]([C:23](=[O:42])[CH2:24][CH2:25][CH2:26][CH2:27][CH2:28][CH:29]=[CH:30][CH:31]5[C:33]([C:39]([NH:87][S:88]([CH:91]6[CH2:93][CH2:92]6)(=[O:90])=[O:89])=[O:41])([NH:34][C:35]4=[O:38])[CH2:32]5)[CH2:21]3)[C:16]3[C:11](=[C:12]([CH3:45])[C:13]([O:43][CH3:44])=[CH:14][CH:15]=3)[N:10]=2)[S:7][CH:8]=1)([CH3:2])[CH3:3], predict the reactants needed to synthesize it. The reactants are: [CH:1]([C:4]1[N:5]=[C:6]([C:9]2[CH:18]=[C:17]([O:19][CH:20]3[CH2:37][CH:36]4[N:22]([C:23](=[O:42])[CH2:24][CH2:25][CH2:26][CH2:27][CH2:28][CH:29]=[CH:30][CH:31]5[C:33]([C:39]([OH:41])=O)([NH:34][C:35]4=[O:38])[CH2:32]5)[CH2:21]3)[C:16]3[C:11](=[C:12]([CH3:45])[C:13]([O:43][CH3:44])=[CH:14][CH:15]=3)[N:10]=2)[S:7][CH:8]=1)([CH3:3])[CH3:2].C(C1N=C(C2C=C(OC3CC4N(C(=O)CCCCCCC=CC5C(C([NH:87][S:88]([CH:91]6[CH2:93][CH2:92]6)(=[O:90])=[O:89])=O)(NC4=O)C5)C3)C3C(=CC(OC)=CC=3)N=2)SC=1)(C)C. (3) The reactants are: [OH:1][CH2:2]/[CH:3]=[C:4](/[CH3:11])\[CH2:5][CH2:6][CH:7]=[C:8]([CH3:10])[CH3:9].CC(C(O)=O)CN.CC1(C)N([O])C(C)(C)CCC1. Given the product [CH3:11]/[C:4](/[CH2:5][CH2:6][CH:7]=[C:8]([CH3:10])[CH3:9])=[CH:3]/[CH:2]=[O:1], predict the reactants needed to synthesize it. (4) Given the product [CH2:1]([CH:3]([CH2:6][CH2:7][CH2:8][CH3:9])[C:4]([OH:10])=[O:5])[CH3:2], predict the reactants needed to synthesize it. The reactants are: [CH2:1]([CH:3]([CH2:6][CH2:7][CH2:8][CH3:9])[CH2:4][OH:5])[CH3:2].[OH:10]O.O. (5) Given the product [CH:1]1([C:4]2[N:8]([C:9]3[CH:14]=[CH:13][CH:12]=[C:11]([C:15]([F:17])([F:16])[F:18])[CH:10]=3)[N:7]=[C:6]([CH3:19])[C:5]=2[C:20]([N:22]2[CH2:27][CH2:26][CH:25]([N:29]3[CH2:33][CH2:32][C@H:31]([NH:34][C:35](=[O:37])[CH3:36])[CH2:30]3)[CH2:24][CH2:23]2)=[O:21])[CH2:3][CH2:2]1, predict the reactants needed to synthesize it. The reactants are: [CH:1]1([C:4]2[N:8]([C:9]3[CH:14]=[CH:13][CH:12]=[C:11]([C:15]([F:18])([F:17])[F:16])[CH:10]=3)[N:7]=[C:6]([CH3:19])[C:5]=2[C:20]([N:22]2[CH2:27][CH2:26][C:25](=O)[CH2:24][CH2:23]2)=[O:21])[CH2:3][CH2:2]1.[NH:29]1[CH2:33][CH2:32][C@H:31]([NH:34][C:35](=[O:37])[CH3:36])[CH2:30]1. (6) Given the product [CH3:1][O:2][C:3](=[O:9])[C:4]([CH3:8])([CH3:7])[CH2:5][O:6][S:17]([CH3:16])(=[O:19])=[O:18], predict the reactants needed to synthesize it. The reactants are: [CH3:1][O:2][C:3](=[O:9])[C:4]([CH3:8])([CH3:7])[CH2:5][OH:6].N1C=CC=CC=1.[CH3:16][S:17](Cl)(=[O:19])=[O:18].O. (7) Given the product [Br:20][CH2:21][CH2:22][CH2:23][CH2:24][CH2:25][N:11]1[C:12]2[CH:17]=[CH:16][CH:15]=[CH:14][C:13]=2[N:9]([C:3]2[CH:4]=[CH:5][C:6]([F:8])=[CH:7][C:2]=2[F:1])[S:10]1(=[O:18])=[O:19], predict the reactants needed to synthesize it. The reactants are: [F:1][C:2]1[CH:7]=[C:6]([F:8])[CH:5]=[CH:4][C:3]=1[N:9]1[C:13]2[CH:14]=[CH:15][CH:16]=[CH:17][C:12]=2[NH:11][S:10]1(=[O:19])=[O:18].[Br:20][CH2:21][CH2:22][CH2:23][CH2:24][CH2:25]Br.C(=O)([O-])[O-].[Cs+].[Cs+].